This data is from Forward reaction prediction with 1.9M reactions from USPTO patents (1976-2016). The task is: Predict the product of the given reaction. (1) Given the reactants [N+:1]([C:4]1[CH:9]=[CH:8][C:7](Br)=[CH:6][N:5]=1)([O-:3])=[O:2].[OH:11][CH:12]1[CH2:15][NH:14][CH2:13]1.C(N(CC)C(C)C)(C)C.CN(C)C(=O)C, predict the reaction product. The product is: [N+:1]([C:4]1[N:5]=[CH:6][C:7]([N:14]2[CH2:15][CH:12]([OH:11])[CH2:13]2)=[CH:8][CH:9]=1)([O-:3])=[O:2]. (2) The product is: [CH:14]([NH:1][C@@H:2]([CH2:6][CH3:7])[C:3]([O:5][CH3:8])=[O:4])([CH3:16])[CH3:13]. Given the reactants [NH2:1][C@@H:2]([CH2:6][CH3:7])[C:3]([O-:5])=[O:4].[C:8]([O-])(=O)C.[Na+].[CH3:13][C:14]([CH3:16])=O.C(O[BH-](OC(=O)C)OC(=O)C)(=O)C.[Na+].C(=O)([O-])[O-].[Na+].[Na+], predict the reaction product. (3) Given the reactants C([O:3][C:4](=[O:38])[CH2:5][N:6]1[C:14]2[C:9](=[CH:10][CH:11]=[C:12]([O:15][CH2:16][C:17]3[C:18]([CH2:34][CH2:35][O:36][CH3:37])=[N:19][C:20]([C:24]4[CH:29]=[CH:28][C:27]([C:30]([F:33])([F:32])[F:31])=[CH:26][CH:25]=4)=[N:21][C:22]=3[CH3:23])[CH:13]=2)[CH:8]=[CH:7]1)C.[Li+].[OH-], predict the reaction product. The product is: [CH3:37][O:36][CH2:35][CH2:34][C:18]1[C:17]([CH2:16][O:15][C:12]2[CH:13]=[C:14]3[C:9]([CH:8]=[CH:7][N:6]3[CH2:5][C:4]([OH:38])=[O:3])=[CH:10][CH:11]=2)=[C:22]([CH3:23])[N:21]=[C:20]([C:24]2[CH:25]=[CH:26][C:27]([C:30]([F:33])([F:31])[F:32])=[CH:28][CH:29]=2)[N:19]=1. (4) Given the reactants [F:1][C:2]([F:19])([O:7][C:8]1[CH:13]=[CH:12][C:11]([C:14]2[O:15][CH:16]=[N:17][N:18]=2)=[CH:10][CH:9]=1)[C:3]([F:6])([F:5])[F:4].I[C:21]1[CH:30]=[CH:29][C:24]([C:25]([O:27][CH3:28])=[O:26])=[CH:23][CH:22]=1.N1C2C(=CC=C3C=2N=CC=C3)C=CC=1.C(=O)([O-])[O-].[Cs+].[Cs+], predict the reaction product. The product is: [F:19][C:2]([F:1])([O:7][C:8]1[CH:9]=[CH:10][C:11]([C:14]2[O:15][C:16]([C:21]3[CH:30]=[CH:29][C:24]([C:25]([O:27][CH3:28])=[O:26])=[CH:23][CH:22]=3)=[N:17][N:18]=2)=[CH:12][CH:13]=1)[C:3]([F:6])([F:5])[F:4]. (5) Given the reactants [C:1]([NH2:7])(=[O:6])[C:2]([CH3:5])([CH3:4])[CH3:3].[CH2:8]([N:10]([CH2:19][CH3:20])[C:11]1[CH:18]=[CH:17][C:14]([CH:15]=O)=[CH:13][CH:12]=1)[CH3:9], predict the reaction product. The product is: [CH2:8]([N:10]([CH2:19][CH3:20])[C:11]1[CH:18]=[CH:17][C:14]([CH:15]([NH:7][C:1](=[O:6])[C:2]([CH3:5])([CH3:4])[CH3:3])[NH:7][C:1](=[O:6])[C:2]([CH3:5])([CH3:4])[CH3:3])=[CH:13][CH:12]=1)[CH3:9]. (6) Given the reactants C[O:2][C:3]1[CH:4]=[C:5]2[C:10](=[CH:11][CH:12]=1)[N:9]=[CH:8][C:7]([C:13]([OH:15])=[O:14])=[CH:6]2.B(Br)(Br)Br, predict the reaction product. The product is: [OH:2][C:3]1[CH:4]=[C:5]2[C:10](=[CH:11][CH:12]=1)[N:9]=[CH:8][C:7]([C:13]([OH:15])=[O:14])=[CH:6]2.